Dataset: Full USPTO retrosynthesis dataset with 1.9M reactions from patents (1976-2016). Task: Predict the reactants needed to synthesize the given product. Given the product [CH2:1]([N:3]([CH3:37])[S:4]([NH:7][C:8]1[C:9]([F:36])=[C:10]([CH:33]=[CH:34][CH:35]=1)[C:11]([C:13]1[C:21]2[C:20]([CH3:22])=[N:19][CH:18]=[N:17][C:16]=2[NH:15][CH:14]=1)=[O:12])(=[O:5])=[O:6])[CH3:2], predict the reactants needed to synthesize it. The reactants are: [CH2:1]([N:3]([CH3:37])[S:4]([NH:7][C:8]1[C:9]([F:36])=[C:10]([CH:33]=[CH:34][CH:35]=1)[C:11]([C:13]1[C:21]2[C:20]([CH3:22])=[N:19][CH:18]=[N:17][C:16]=2[N:15](S(C2C=CC(C)=CC=2)(=O)=O)[CH:14]=1)=[O:12])(=[O:6])=[O:5])[CH3:2].[OH-].[K+].